Predict the product of the given reaction. From a dataset of Forward reaction prediction with 1.9M reactions from USPTO patents (1976-2016). Given the reactants [CH:1]([CH:3]1[CH2:12][CH2:11][C:6]2(OCC[O:7]2)[CH2:5][CH2:4]1)=[CH2:2].C(O)=O.C1(C)C=CC=CC=1, predict the reaction product. The product is: [CH:1]([CH:3]1[CH2:12][CH2:11][C:6](=[O:7])[CH2:5][CH2:4]1)=[CH2:2].